From a dataset of Reaction yield outcomes from USPTO patents with 853,638 reactions. Predict the reaction yield, written as a fraction of the theoretical maximum amount of product (1.0 means a 100% yield; for example, 0.34 means a 34% yield). (1) The reactants are [Cl:1][C:2]1[N:10]=[CH:9][N:8]=[C:7]2[C:3]=1[N:4]=[CH:5][N:6]2[C@@H:11]1[O:21][C@H:20]2[C@@H:13]([O:14][Si](C(C)C)(C(C)C)O[Si](C(C)C)(C(C)C)[O:18][CH2:19]2)[C@@H:12]1[O:34][CH3:35]. The catalyst is C1COCC1.N1C=CC=CC=1.F.N1C=CC=CC=1.CCOC(C)=O. The product is [Cl:1][C:2]1[N:10]=[CH:9][N:8]=[C:7]2[C:3]=1[N:4]=[CH:5][N:6]2[C@@H:11]1[O:21][C@H:20]([CH2:19][OH:18])[C@@H:13]([OH:14])[C@@H:12]1[O:34][CH3:35]. The yield is 0.740. (2) The reactants are [C:1]([C:4]1[CH:5]=[C:6]2[C:10](=[CH:11][CH:12]=1)[NH:9][C:8]([C:13]([O:15]CC)=[O:14])=[CH:7]2)(=[O:3])[NH2:2].C([O-])([O-])=O.[Cs+].[Cs+].Cl.O. The catalyst is CCO. The product is [C:1]([C:4]1[CH:5]=[C:6]2[C:10](=[CH:11][CH:12]=1)[NH:9][C:8]([C:13]([OH:15])=[O:14])=[CH:7]2)(=[O:3])[NH2:2]. The yield is 0.680. (3) The reactants are C([O:8][C:9]1[CH:21]=[N:20][C:19]2[C:18]3[CH:17]=[CH:16][CH:15]=[CH:14][C:13]=3[NH:12][C:11]=2[CH:10]=1)C1C=CC=CC=1. The catalyst is CO.[Pd]. The product is [N:20]1[C:19]2[C:18]3[CH:17]=[CH:16][CH:15]=[CH:14][C:13]=3[NH:12][C:11]=2[CH:10]=[C:9]([OH:8])[CH:21]=1. The yield is 0.990. (4) The reactants are C([O:4][C@@H:5]1[C@@H:10]([O:11]C(=O)C)[C@H:9]([O:15]C(=O)C)[C@@H:8]([CH2:19][O:20]C(=O)C)[O:7][C@@H:6]1[O:24][C@@H:25]1[C@@H:65]([CH2:66][O:67]C(=O)C)[O:64][C@@H:28]([O:29][N:30]2[CH:34]=[C:33]([CH2:35][O:36][C@H:37]3[CH2:61][CH2:60][C@@:59]4([CH3:62])[CH:39]([CH2:40][CH2:41][C@@H:42]5[C@@H:58]4[CH2:57][CH2:56][C@@:55]4([CH3:63])[C@H:43]5[CH2:44][CH2:45][C@@H:46]4[C@H:47]([CH3:54])[CH2:48][CH2:49][CH2:50][CH:51]([CH3:53])[CH3:52])[CH2:38]3)[N:32]=[N:31]2)[C@H:27]([O:71]C(=O)C)[C@H:26]1[O:75]C(=O)C)(=O)C.C[O-].[Na+]. The catalyst is C1COCC1.CO.CO. The product is [C@H:6]1([O:24][C@@H:25]2[C@@H:65]([CH2:66][OH:67])[O:64][C@@H:28]([O:29][N:30]3[CH:34]=[C:33]([CH2:35][O:36][C@H:37]4[CH2:61][CH2:60][C@@:59]5([CH3:62])[CH:39]([CH2:40][CH2:41][C@@H:42]6[C@@H:58]5[CH2:57][CH2:56][C@@:55]5([CH3:63])[C@H:43]6[CH2:44][CH2:45][C@@H:46]5[C@H:47]([CH3:54])[CH2:48][CH2:49][CH2:50][CH:51]([CH3:53])[CH3:52])[CH2:38]4)[N:32]=[N:31]3)[C@H:27]([OH:71])[C@H:26]2[OH:75])[O:7][C@H:8]([CH2:19][OH:20])[C@@H:9]([OH:15])[C@H:10]([OH:11])[C@H:5]1[OH:4]. The yield is 0.900. (5) The reactants are [F:1][C:2]1[CH:3]=[C:4]([CH:8]=[CH:9][CH:10]=1)[CH2:5][CH2:6][OH:7].CCOC(/N=N/C(OCC)=O)=O.C1(P(C2C=CC=CC=2)C2C=CC=CC=2)C=CC=CC=1.[C:42]([C:44]1[CH:49]=[CH:48][C:47](O)=[CH:46][CH:45]=1)#[N:43].[NH4+].[Cl-]. The catalyst is C1COCC1. The product is [F:1][C:2]1[CH:3]=[C:4]([CH:8]=[CH:9][CH:10]=1)[CH2:5][CH2:6][O:7][C:47]1[CH:48]=[CH:49][C:44]([C:42]#[N:43])=[CH:45][CH:46]=1. The yield is 0.750. (6) The reactants are C[Mg]Cl.O1CCCC1.[CH:9](=O)/[CH:10]=[CH:11]/[CH:12]=[CH:13]/[CH2:14][CH2:15][CH2:16][CH3:17].BrCBr.C([Mg]Cl)(C)(C)C.C([O:30][CH2:31][CH3:32])C. No catalyst specified. The product is [CH:14](/[CH:15]1[CH2:17][CH:16]1[CH:31]([OH:30])[CH3:32])=[CH:13]\[CH2:12][CH2:11][CH2:10][CH3:9]. The yield is 0.770. (7) The reactants are [OH:1][C@H:2]([CH3:34])[C@H:3]([NH:8][C:9](=[O:33])[C:10]1[CH:15]=[CH:14][C:13]([C:16]#[C:17]C#CC2C=CC(CN3CCOCC3)=CC=2)=[CH:12][CH:11]=1)[C:4](=[O:7])[NH:5][OH:6].C([CH:54]([NH2:67])[CH2:55][NH:56][C:57](=[O:66])[C:58]1[CH:63]=[CH:62][C:61]([C:64]#[CH:65])=[CH:60][CH:59]=1)(C1C=CC=CC=1)(C1C=CC=CC=1)C1C=CC=CC=1.CCN(CC)CC. The catalyst is C(Cl)Cl.CN(C=O)C.Cl[Pd](Cl)([P](C1C=CC=CC=1)(C1C=CC=CC=1)C1C=CC=CC=1)[P](C1C=CC=CC=1)(C1C=CC=CC=1)C1C=CC=CC=1.[Cu]I. The product is [OH:1][C@H:2]([CH3:34])[C@H:3]([NH:8][C:9](=[O:33])[C:10]1[CH:11]=[CH:12][C:13]([C:16]#[C:17][C:65]#[C:64][C:61]2[CH:60]=[CH:59][C:58]([C:57](=[O:66])[NH:56][CH2:55][CH2:54][NH2:67])=[CH:63][CH:62]=2)=[CH:14][CH:15]=1)[C:4](=[O:7])[NH:5][OH:6]. The yield is 0.0400.